From a dataset of Forward reaction prediction with 1.9M reactions from USPTO patents (1976-2016). Predict the product of the given reaction. (1) Given the reactants CO[C:3]([C:5]1[S:6][C:7]([NH:11][C:12]2[N:17]=[C:16]([C:18]3[N:19]([CH:24]([CH3:26])[CH3:25])[C:20]([CH3:23])=[N:21][CH:22]=3)[CH:15]=[CH:14][N:13]=2)=[C:8]([CH3:10])[CH:9]=1)=[O:4].[OH-].[Na+].CN(C(ON1N=NC2C=CC=NC1=2)=[N+](C)C)C.F[P-](F)(F)(F)(F)F.[C:53]([O:57][C:58](=[O:74])[NH:59][C:60]1[CH:65]=[CH:64][C:63]([C:66]2[CH:71]=[CH:70][C:69]([F:72])=[CH:68][CH:67]=2)=[CH:62][C:61]=1[NH2:73])([CH3:56])([CH3:55])[CH3:54].CN1CCOCC1, predict the reaction product. The product is: [C:53]([O:57][C:58](=[O:74])[NH:59][C:60]1[CH:65]=[CH:64][C:63]([C:66]2[CH:67]=[CH:68][C:69]([F:72])=[CH:70][CH:71]=2)=[CH:62][C:61]=1[NH:73][C:3]([C:5]1[S:6][C:7]([NH:11][C:12]2[N:17]=[C:16]([C:18]3[N:19]([CH:24]([CH3:26])[CH3:25])[C:20]([CH3:23])=[N:21][CH:22]=3)[CH:15]=[CH:14][N:13]=2)=[C:8]([CH3:10])[CH:9]=1)=[O:4])([CH3:56])([CH3:54])[CH3:55]. (2) The product is: [F:1][C:2]1[CH:8]=[CH:7][C:6]([C:9]([F:10])([F:11])[F:12])=[CH:5][C:3]=1[NH:4][C:20](=[O:21])[O:22][C:23]1[CH:28]=[CH:27][CH:26]=[CH:25][CH:24]=1. Given the reactants [F:1][C:2]1[CH:8]=[CH:7][C:6]([C:9]([F:12])([F:11])[F:10])=[CH:5][C:3]=1[NH2:4].N1C=CC=CC=1.Cl[C:20]([O:22][C:23]1[CH:28]=[CH:27][CH:26]=[CH:25][CH:24]=1)=[O:21], predict the reaction product. (3) Given the reactants [NH2:1]OC.Cl.[CH2:5]([S:9][C:10]1[CH:11]=[C:12]([N+:16]([O-:18])=[O:17])[CH:13]=[CH:14][CH:15]=1)[CH2:6][CH2:7][CH3:8].CC([O-])(C)C.[K+], predict the reaction product. The product is: [CH2:5]([S:9][C:10]1[C:11]([NH2:1])=[C:12]([N+:16]([O-:18])=[O:17])[CH:13]=[CH:14][CH:15]=1)[CH2:6][CH2:7][CH3:8]. (4) Given the reactants [CH3:1][O:2][C:3]1[CH:8]=[CH:7][C:6](/[CH:9]=[CH:10]/[N+:11]([O-:13])=[O:12])=[CH:5][CH:4]=1.CO[CH2:16][N:17]([CH2:23][C:24]1[CH:29]=[CH:28][CH:27]=[CH:26][CH:25]=1)[CH2:18][Si](C)(C)C.FC(F)(F)C(O)=O, predict the reaction product. The product is: [CH2:23]([N:17]1[CH2:18][C@@H:10]([N+:11]([O-:13])=[O:12])[C@H:9]([C:6]2[CH:5]=[CH:4][C:3]([O:2][CH3:1])=[CH:8][CH:7]=2)[CH2:16]1)[C:24]1[CH:29]=[CH:28][CH:27]=[CH:26][CH:25]=1. (5) Given the reactants [Br:1][CH:2]([CH2:6][C:7]([OH:9])=[O:8])[C:3]([OH:5])=[O:4].ClC(CC(O)=O)C(O)=O, predict the reaction product. The product is: [CH2:6]([C:7]([OH:9])=[O:8])[C@H:2]([Br:1])[C:3]([OH:5])=[O:4].